From a dataset of Forward reaction prediction with 1.9M reactions from USPTO patents (1976-2016). Predict the product of the given reaction. (1) Given the reactants [Cl:1][C:2]1[C:7]2[CH2:8][CH:9]([C:10]#N)[C:6]=2[CH:5]=[CH:4][CH:3]=1.[OH-:12].[K+].[OH2:14], predict the reaction product. The product is: [Cl:1][C:2]1[C:7]2[CH2:8][CH:9]([C:10]([OH:14])=[O:12])[C:6]=2[CH:5]=[CH:4][CH:3]=1. (2) Given the reactants C(=O)(O)[O-].[K+].[CH3:6][O:7][C:8](=[O:17])[C:9]1[CH:14]=[CH:13][C:12]([OH:15])=[C:11](Br)[CH:10]=1.[F:18][C:19]([F:30])([F:29])[C:20]1[CH:25]=[CH:24][C:23](B(O)O)=[CH:22][CH:21]=1.ClCCl, predict the reaction product. The product is: [CH3:6][O:7][C:8]([C:9]1[CH:10]=[C:11]([C:23]2[CH:24]=[CH:25][C:20]([C:19]([F:30])([F:29])[F:18])=[CH:21][CH:22]=2)[C:12]([OH:15])=[CH:13][CH:14]=1)=[O:17]. (3) Given the reactants [F:1][C:2]1[C:7]([F:8])=[CH:6][CH:5]=[CH:4][C:3]=1[CH:9]([NH2:11])[CH3:10].C(N(C(C)C)CC)(C)C.C1C=CC2N(O)N=NC=2C=1.FC(F)(F)C(O)=O.[Cl:38][CH2:39][CH2:40][CH2:41][C:42](=[CH:46][C:47]1[CH:52]=[CH:51][C:50]([N:53]2[CH:57]=[C:56]([CH3:58])[N:55]=[CH:54]2)=[C:49]([O:59][CH3:60])[CH:48]=1)[C:43](O)=[O:44], predict the reaction product. The product is: [F:1][C:2]1[C:7]([F:8])=[CH:6][CH:5]=[CH:4][C:3]=1[CH:9]([NH:11][C:43](=[O:44])[C:42](=[CH:46][C:47]1[CH:52]=[CH:51][C:50]([N:53]2[CH:57]=[C:56]([CH3:58])[N:55]=[CH:54]2)=[C:49]([O:59][CH3:60])[CH:48]=1)[CH2:41][CH2:40][CH2:39][Cl:38])[CH3:10]. (4) Given the reactants [Br-].[N:2]1([CH2:7][CH2:8][P+](C2C=CC=CC=2)(C2C=CC=CC=2)C2C=CC=CC=2)[CH2:6][CH2:5][CH2:4][CH2:3]1.[C:28]1([CH3:49])[CH:33]=[CH:32][C:31]([C:34]([C:36]2[N:41]=[C:40](/C=C/C(OCC)=O)[CH:39]=[CH:38][CH:37]=2)=O)=[CH:30][CH:29]=1, predict the reaction product. The product is: [CH3:49][C:28]1[CH:33]=[CH:32][C:31](/[C:34](/[C:36]2[CH:37]=[CH:38][CH:39]=[CH:40][N:41]=2)=[CH:8]\[CH2:7][N:2]2[CH2:3][CH2:4][CH2:5][CH2:6]2)=[CH:30][CH:29]=1.